The task is: Predict the reactants needed to synthesize the given product.. This data is from Full USPTO retrosynthesis dataset with 1.9M reactions from patents (1976-2016). (1) The reactants are: [Li]CCCC.[CH2:6]([C:20]1[S:21][CH:22]=[CH:23][CH:24]=1)[CH2:7][CH2:8][CH2:9][CH2:10][CH2:11][CH2:12][CH2:13][CH2:14][CH2:15][CH2:16][CH2:17][CH2:18][CH3:19].[CH3:25][Sn:26](Cl)([CH3:28])[CH3:27]. Given the product [CH3:25][Sn:26]([CH3:28])([CH3:27])[C:22]1[S:21][C:20]([CH2:6][CH2:7][CH2:8][CH2:9][CH2:10][CH2:11][CH2:12][CH2:13][CH2:14][CH2:15][CH2:16][CH2:17][CH2:18][CH3:19])=[CH:24][CH:23]=1, predict the reactants needed to synthesize it. (2) Given the product [F:1][C:2]1[CH:7]=[CH:6][C:5]([S:8]([C:11]2[N:12]=[C:13]([NH:21][C:22]3[CH:26]=[C:25]([OH:27])[NH:24][N:23]=3)[C:14]3[C:19]([CH:20]=2)=[CH:18][CH:17]=[CH:16][CH:15]=3)(=[O:9])=[O:10])=[CH:4][CH:3]=1, predict the reactants needed to synthesize it. The reactants are: [F:1][C:2]1[CH:7]=[CH:6][C:5]([S:8]([C:11]2[N:12]=[C:13]([NH:21][C:22]3[CH:26]=[C:25]([O:27]C)[NH:24][N:23]=3)[C:14]3[C:19]([CH:20]=2)=[CH:18][CH:17]=[CH:16][CH:15]=3)(=[O:10])=[O:9])=[CH:4][CH:3]=1.B(Br)(Br)Br.O. (3) Given the product [Cl:4][C:5]1[CH:6]=[CH:7][C:8]([C:11]([CH:13]2[CH2:15][C:14]2([F:16])[F:17])([OH:12])[CH3:1])=[CH:9][CH:10]=1, predict the reactants needed to synthesize it. The reactants are: [CH3:1][Mg]Br.[Cl:4][C:5]1[CH:10]=[CH:9][C:8]([C:11]([CH:13]2[CH2:15][C:14]2([F:17])[F:16])=[O:12])=[CH:7][CH:6]=1. (4) Given the product [CH3:1][C:2]1[O:6][C:5]([C:7]2[CH:8]=[CH:9][CH:10]=[CH:11][CH:12]=2)=[N:4][C:3]=1[CH2:13][O:14][C:15]1[CH:16]=[C:17]([CH:30]=[CH:31][CH:32]=1)[CH2:18][S:19][C:20]1[CH:21]=[C:22]([CH:27]=[CH:28][CH:29]=1)[CH:23]=[O:24], predict the reactants needed to synthesize it. The reactants are: [CH3:1][C:2]1[O:6][C:5]([C:7]2[CH:12]=[CH:11][CH:10]=[CH:9][CH:8]=2)=[N:4][C:3]=1[CH2:13][O:14][C:15]1[CH:16]=[C:17]([CH:30]=[CH:31][CH:32]=1)[CH2:18][S:19][C:20]1[CH:21]=[C:22]([CH:27]=[CH:28][CH:29]=1)[C:23](OC)=[O:24].O1CCCC1.[H-].[Al+3].[Li+].[H-].[H-].[H-].Cl.